From a dataset of Catalyst prediction with 721,799 reactions and 888 catalyst types from USPTO. Predict which catalyst facilitates the given reaction. (1) Reactant: [O:1]=[C:2]1[C:6]([C:7]([O:9]CC)=O)=[CH:5][C:4]2([CH2:16][CH2:15][O:14][CH2:13][CH2:12]2)[O:3]1.[NH2:17][C:18]1[CH2:23][C:22]([CH3:25])([CH3:24])[CH2:21][C:20](=[O:26])[CH:19]=1.ClC1C(=O)C(C#N)=C(C#N)C(=O)C=1Cl. Product: [OH:9][C:7]1[C:6]2[C:2](=[O:1])[O:3][C:4]3([CH2:12][CH2:13][O:14][CH2:15][CH2:16]3)[C:5]=2[C:19]2[C:20](=[O:26])[CH2:21][C:22]([CH3:25])([CH3:24])[CH2:23][C:18]=2[N:17]=1. The catalyst class is: 413. (2) The catalyst class is: 354. Product: [Cl:15][C:14]1[CH:13]=[C:12]([NH:16][C:17]2[CH:26]=[CH:25][CH:24]=[CH:23][C:18]=2[C:19]([O:21][CH3:22])=[O:20])[CH:11]=[C:10]([Cl:27])[C:9]=1[OH:8]. Reactant: C([O:8][C:9]1[C:14]([Cl:15])=[CH:13][C:12]([NH:16][C:17]2[CH:26]=[CH:25][CH:24]=[CH:23][C:18]=2[C:19]([O:21][CH3:22])=[O:20])=[CH:11][C:10]=1[Cl:27])C1C=CC=CC=1. (3) Reactant: [OH:1][B:2]1[C:6]2[CH:7]=[C:8]([O:15]C3CCCCO3)[CH:9]=[C:10]([O:11][CH:12]([CH3:14])[CH3:13])[C:5]=2[CH:4]([CH2:22][C:23]([O:25]CC)=[O:24])[O:3]1.[OH-].[Li+].Cl. The catalyst class is: 88. Product: [OH:1][B:2]1[C:6]2[CH:7]=[C:8]([OH:15])[CH:9]=[C:10]([O:11][CH:12]([CH3:14])[CH3:13])[C:5]=2[CH:4]([CH2:22][C:23]([OH:25])=[O:24])[O:3]1. (4) Reactant: [S:1]1[CH:5]=[CH:4][CH:3]=[CH:2]1.[Ar].[Li]CCCC.Br[CH2:13][CH2:14][CH2:15][CH2:16][CH2:17][CH2:18][CH2:19][CH2:20][CH2:21][CH2:22][CH2:23][CH3:24]. Product: [CH2:24]([C:2]1[S:1][CH:5]=[CH:4][CH:3]=1)[CH2:23][CH2:22][CH2:21][CH2:20][CH2:19][CH2:18][CH2:17][CH2:16][CH2:15][CH2:14][CH3:13]. The catalyst class is: 1. (5) Reactant: [CH3:1][N:2]([CH3:32])[CH2:3][CH2:4][CH2:5][NH:6][C:7]([C:9]1[CH:10]=[C:11]([C:15]2[CH:20]=[CH:19][C:18]([CH2:21][S:22][CH2:23][CH2:24][O:25][C:26]3[CH:31]=[CH:30][CH:29]=[CH:28][CH:27]=3)=[CH:17][CH:16]=2)[CH:12]=[CH:13][CH:14]=1)=[O:8].[C:33]([OH:38])(=[O:37])[C:34]([OH:36])=[O:35].CCOCC. Product: [C:33]([OH:38])(=[O:37])[C:34]([OH:36])=[O:35].[CH3:32][N:2]([CH3:1])[CH2:3][CH2:4][CH2:5][NH:6][C:7]([C:9]1[CH:10]=[C:11]([C:15]2[CH:20]=[CH:19][C:18]([CH2:21][S:22][CH2:23][CH2:24][O:25][C:26]3[CH:31]=[CH:30][CH:29]=[CH:28][CH:27]=3)=[CH:17][CH:16]=2)[CH:12]=[CH:13][CH:14]=1)=[O:8]. The catalyst class is: 21. (6) Reactant: [O:1]1[C:5]2([CH2:10][CH2:9][C:8](=[O:11])[CH2:7][CH2:6]2)[O:4][CH2:3][CH2:2]1.C1C=CC(N([S:19]([C:22]([F:25])([F:24])[F:23])(=[O:21])=[O:20])[S:19]([C:22]([F:25])([F:24])[F:23])(=[O:21])=[O:20])=CC=1.C[Si]([N-][Si](C)(C)C)(C)C.[K+].C1(C)C=CC=CC=1. Product: [F:23][C:22]([F:25])([F:24])[S:19]([O:11][C:8]1[CH2:7][CH2:6][C:5]2([O:4][CH2:3][CH2:2][O:1]2)[CH2:10][CH:9]=1)(=[O:21])=[O:20]. The catalyst class is: 1. (7) Reactant: [OH:1][N:2]=[C:3]([C:5]1[C:6](=[O:32])[N:7]([CH2:20][C:21]2[CH:26]=[CH:25][CH:24]=[C:23]([C:27]([F:30])([F:29])[F:28])[C:22]=2[CH3:31])[C:8](=[O:19])[N:9]([C:11]2[CH:16]=[CH:15][C:14]([O:17][CH3:18])=[CH:13][CH:12]=2)[CH:10]=1)[NH2:4].N1C=CC=CC=1.Cl[C:40](OCC(C)C)=[O:41].CC(C)([O-])C.[Na+].Cl. Product: [CH3:18][O:17][C:14]1[CH:15]=[CH:16][C:11]([N:9]2[CH:10]=[C:5]([C:3]3[NH:4][C:40](=[O:41])[O:1][N:2]=3)[C:6](=[O:32])[N:7]([CH2:20][C:21]3[CH:26]=[CH:25][CH:24]=[C:23]([C:27]([F:30])([F:28])[F:29])[C:22]=3[CH3:31])[C:8]2=[O:19])=[CH:12][CH:13]=1. The catalyst class is: 3. (8) Reactant: Br[CH2:2][C:3]([C:5]1[C:10]2[CH2:11][C:12](=[CH:20][CH2:21][CH2:22][Br:23])[C:13]3[C:14]([O:19][C:9]=2[CH:8]=[CH:7][CH:6]=1)=[N:15][CH:16]=[CH:17][CH:18]=3)=O.[NH2:24][C:25]([NH2:27])=[S:26].C(=O)(O)[O-].[Na+]. Product: [NH2:27][C:25]1[S:26][CH:2]=[C:3]([C:5]2[C:10]3[CH2:11][C:12](=[CH:20][CH2:21][CH2:22][Br:23])[C:13]4[C:14]([O:19][C:9]=3[CH:8]=[CH:7][CH:6]=2)=[N:15][CH:16]=[CH:17][CH:18]=4)[N:24]=1. The catalyst class is: 8.